This data is from Forward reaction prediction with 1.9M reactions from USPTO patents (1976-2016). The task is: Predict the product of the given reaction. (1) Given the reactants Cl[C:2]1[N:3]=[C:4]([O:12][C:13]2[C:18]([CH3:19])=[CH:17][C:16]([CH3:20])=[CH:15][C:14]=2[CH3:21])[C:5]2[N:10]([CH3:11])[CH:9]=[CH:8][C:6]=2[N:7]=1.[NH2:22][C:23]1[CH:30]=[CH:29][C:26]([C:27]#[N:28])=[CH:25][CH:24]=1.C(O)(C(F)(F)F)=O, predict the reaction product. The product is: [C:14]1([CH3:21])[CH:15]=[C:16]([CH3:20])[CH:17]=[C:18]([CH3:19])[C:13]=1[O:12][C:4]1[C:5]2[N:10]([CH3:11])[CH:9]=[CH:8][C:6]=2[N:7]=[C:2]([NH:22][C:23]2[CH:30]=[CH:29][C:26]([C:27]#[N:28])=[CH:25][CH:24]=2)[N:3]=1. (2) Given the reactants [CH:1]1([C@:4]([OH:24])([CH3:23])[CH2:5][NH:6][C:7]([C:9]2[CH:14]=[N:13][C:12](Br)=[C:11]([C:16]3[CH:21]=[CH:20][C:19]([Cl:22])=[CH:18][CH:17]=3)[N:10]=2)=[O:8])[CH2:3][CH2:2]1.C(=O)([O-])[O-].[Cs+].[Cs+].C(OCC)(=O)C.[F:37][C:38]([F:42])([F:41])[CH2:39][OH:40], predict the reaction product. The product is: [CH:1]1([C@:4]([OH:24])([CH3:23])[CH2:5][NH:6][C:7]([C:9]2[CH:14]=[N:13][C:12]([O:40][CH2:39][C:38]([F:42])([F:41])[F:37])=[C:11]([C:16]3[CH:21]=[CH:20][C:19]([Cl:22])=[CH:18][CH:17]=3)[N:10]=2)=[O:8])[CH2:3][CH2:2]1. (3) The product is: [Cl:1][C:2]1[N:3]([CH2:23][C:21]([OH:22])([CH3:24])[CH2:20][OH:19])[CH:4]=[C:5]([N+:7]([O-:9])=[O:8])[N:6]=1. Given the reactants [Cl:1][C:2]1[NH:3][CH:4]=[C:5]([N+:7]([O-:9])=[O:8])[N:6]=1.[N+](C1C=CC(C([O:19][CH2:20][C:21]2([CH3:24])[CH2:23][O:22]2)=O)=CC=1)([O-])=O.C(N(CC)CC)C.Cl.S([O-])([O-])(=O)=O.[Mg+2], predict the reaction product. (4) Given the reactants [NH2:1][CH2:2][C@@H:3]([OH:5])[CH3:4].[CH:6](=O)[C:7]1[CH:12]=[CH:11][C:10]([O:13][CH3:14])=[CH:9][CH:8]=1.C(O)(=O)C.C(O[BH-](OC(=O)C)OC(=O)C)(=O)C.[Na+], predict the reaction product. The product is: [NH3:1].[CH3:14][O:13][C:10]1[CH:11]=[CH:12][C:7]([CH2:6][NH:1][CH2:2][C@@H:3]([OH:5])[CH3:4])=[CH:8][CH:9]=1. (5) Given the reactants C1(C(C2C=CC=CC=2)(C2C=CC=CC=2)N2C=NC(CCC(OCC)=O)=N2)C=CC=CC=1.[C:32]1([C:38]([C:54]2[CH:59]=[CH:58][CH:57]=[CH:56][CH:55]=2)([C:48]2[CH:53]=[CH:52][CH:51]=[CH:50][CH:49]=2)[N:39]2[CH:43]=[N:42][C:41]([C:44](OC)=[O:45])=[N:40]2)[CH:37]=[CH:36][CH:35]=[CH:34][CH:33]=1, predict the reaction product. The product is: [C:54]1([C:38]([C:32]2[CH:37]=[CH:36][CH:35]=[CH:34][CH:33]=2)([C:48]2[CH:49]=[CH:50][CH:51]=[CH:52][CH:53]=2)[N:39]2[CH:43]=[N:42][C:41]([CH2:44][OH:45])=[N:40]2)[CH:59]=[CH:58][CH:57]=[CH:56][CH:55]=1. (6) Given the reactants N[CH:2]([C:4]([OH:6])=[O:5])[CH3:3].[C:16]([OH:18])(=[O:17])[CH2:15][CH2:14]CCCC[CH2:14][CH2:15][C:16]([OH:18])=[O:17].C(O)(=O)C1C=CC=C(C(O)=O)C=1, predict the reaction product. The product is: [C:4]([OH:6])(=[O:5])[CH2:2][CH2:3][CH2:14][CH2:15][C:16]([OH:18])=[O:17].